Dataset: Forward reaction prediction with 1.9M reactions from USPTO patents (1976-2016). Task: Predict the product of the given reaction. (1) Given the reactants [C:1]([NH2:4])(=[S:3])C.[CH3:5][O:6][C:7](=[O:12])[C:8](=O)[CH2:9]Cl, predict the reaction product. The product is: [CH3:5][O:6][C:7]([C:8]1[N:4]=[CH:1][S:3][CH:9]=1)=[O:12]. (2) Given the reactants C(OC([N:8]1[CH2:13][CH2:12][N:11]([C:14]2[O:15][C:16]3[C:22]([C:23]4[CH:28]=[CH:27][CH:26]=[CH:25][N:24]=4)=[CH:21][C:20]([Cl:29])=[CH:19][C:17]=3[N:18]=2)[C@@H:10]([CH3:30])[CH2:9]1)=O)(C)(C)C.[I:31]N1C(=O)CCC1=O.C(#N)C.O, predict the reaction product. The product is: [Cl:29][C:20]1[CH:21]=[C:22]([C:23]2[CH:28]=[CH:27][CH:26]=[CH:25][N:24]=2)[C:16]2[O:15][C:14]([N:11]3[CH2:12][CH2:13][NH:8][CH2:9][C@@H:10]3[CH3:30])=[N:18][C:17]=2[C:19]=1[I:31]. (3) Given the reactants [OH:1][C:2]1[C:3]([CH3:11])=[C:4]([CH:8]=[CH:9][CH:10]=1)[C:5]([OH:7])=[O:6].S(=O)(=O)(O)O.[CH3:17]O, predict the reaction product. The product is: [OH:1][C:2]1[C:3]([CH3:11])=[C:4]([CH:8]=[CH:9][CH:10]=1)[C:5]([O:7][CH3:17])=[O:6]. (4) Given the reactants [CH3:1][O:2][C:3]12[CH2:11][CH:7]3[CH2:8][CH:9]([CH2:10]1)[C:5]([NH2:12])([CH2:6]3)[CH2:4]2.Cl[CH2:14][C:15]([N:17]1[CH2:21][CH2:20][CH2:19][C@H:18]1[C:22]#[N:23])=[O:16].C([O-])([O-])=O.[K+].[K+], predict the reaction product. The product is: [CH3:1][O:2][C:3]12[CH2:11][CH:7]3[CH2:8][CH:9]([CH2:10]1)[C:5]([NH:12][CH2:14][C:15]([N:17]1[CH2:21][CH2:20][CH2:19][C@H:18]1[C:22]#[N:23])=[O:16])([CH2:6]3)[CH2:4]2.